From a dataset of Full USPTO retrosynthesis dataset with 1.9M reactions from patents (1976-2016). Predict the reactants needed to synthesize the given product. Given the product [CH3:24][S:25]([C:28]1[CH:33]=[CH:32][C:31]([C:2]2[CH:7]=[CH:6][C:5]([C:8]3[O:9][C:10]([CH3:23])=[C:11]([CH2:13][CH2:14][N:15]4[CH2:19][CH2:18][CH2:17][C@H:16]4[CH2:20][O:21][CH3:22])[N:12]=3)=[CH:4][CH:3]=2)=[CH:30][CH:29]=1)(=[O:27])=[O:26], predict the reactants needed to synthesize it. The reactants are: Br[C:2]1[CH:7]=[CH:6][C:5]([C:8]2[O:9][C:10]([CH3:23])=[C:11]([CH2:13][CH2:14][N:15]3[CH2:19][CH2:18][CH2:17][C@H:16]3[CH2:20][O:21][CH3:22])[N:12]=2)=[CH:4][CH:3]=1.[CH3:24][S:25]([C:28]1[CH:33]=[CH:32][C:31](B(O)O)=[CH:30][CH:29]=1)(=[O:27])=[O:26].